Dataset: Forward reaction prediction with 1.9M reactions from USPTO patents (1976-2016). Task: Predict the product of the given reaction. (1) Given the reactants [Cl:1][C:2]1[CH:3]=[C:4]2[C:9](=[O:10])[O:8][C:6](=[O:7])[C:5]2=[CH:11][C:12]=1[Cl:13].[CH3:14][O:15][Na].Cl, predict the reaction product. The product is: [CH3:14][O:15][C:6](=[O:7])[C:5]1[C:4](=[CH:3][C:2]([Cl:1])=[C:12]([Cl:13])[CH:11]=1)[C:9]([OH:8])=[O:10]. (2) Given the reactants [NH:1]1[C:9]2[C:4](=[CH:5][CH:6]=[CH:7][CH:8]=2)[C:3]2([C:13]3=[CH:14][C:15]4[O:19][CH2:18][O:17][C:16]=4[CH:20]=[C:12]3[O:11][CH2:10]2)[C:2]1=[O:21].C(=O)([O-])[O-].[Cs+].[Cs+].Br[CH2:29][C:30]1[O:31][C:32]([C:35]([F:38])([F:37])[F:36])=[CH:33][CH:34]=1, predict the reaction product. The product is: [F:36][C:35]([F:38])([F:37])[C:32]1[O:31][C:30]([CH2:29][N:1]2[C:9]3[C:4](=[CH:5][CH:6]=[CH:7][CH:8]=3)[C:3]3([C:13]4=[CH:14][C:15]5[O:19][CH2:18][O:17][C:16]=5[CH:20]=[C:12]4[O:11][CH2:10]3)[C:2]2=[O:21])=[CH:34][CH:33]=1. (3) Given the reactants [CH:1]([C:3]1[CH:12]=[CH:11][C:6]([C:7]([O:9]C)=[O:8])=[CH:5][C:4]=1[O:13][CH3:14])=[O:2].O.Cl, predict the reaction product. The product is: [CH:1]([C:3]1[CH:12]=[CH:11][C:6]([C:7]([OH:9])=[O:8])=[CH:5][C:4]=1[O:13][CH3:14])=[O:2].